From a dataset of Forward reaction prediction with 1.9M reactions from USPTO patents (1976-2016). Predict the product of the given reaction. (1) The product is: [Cl:21][C:22]1[CH:23]=[CH:24][C:25]([CH3:36])=[C:26]([N:28]2[CH2:29][CH:30]3[CH2:31][N:32]([C:2]4[S:3][C:4]([C:7]5[N:8]=[N:9][N:10]([CH2:12][C:13]([O:15][C:16]([CH3:19])([CH3:18])[CH3:17])=[O:14])[N:11]=5)=[CH:5][N:6]=4)[CH2:33][CH:34]3[CH2:35]2)[CH:27]=1. Given the reactants Br[C:2]1[S:3][C:4]([C:7]2[N:8]=[N:9][N:10]([CH2:12][C:13]([O:15][C:16]([CH3:19])([CH3:18])[CH3:17])=[O:14])[N:11]=2)=[CH:5][N:6]=1.Cl.[Cl:21][C:22]1[CH:23]=[CH:24][C:25]([CH3:36])=[C:26]([N:28]2[CH2:35][CH:34]3[CH:30]([CH2:31][NH:32][CH2:33]3)[CH2:29]2)[CH:27]=1.CCN(C(C)C)C(C)C, predict the reaction product. (2) Given the reactants [CH3:1][O:2][C:3]1[CH:4]=[CH:5][C:6]([CH2:11][C@@H:12]2[C@@H:17]([CH2:18][C:19]3[CH:20]=[CH:21][C:22]([OH:27])=[C:23]([O:25][CH3:26])[CH:24]=3)[C:15](=[O:16])[O:14][CH2:13]2)=[CH:7][C:8]=1[O:9][CH3:10].[C:28]([OH:36])(=[O:35])[CH2:29][CH2:30][CH2:31][CH2:32][CH2:33][CH3:34].O, predict the reaction product. The product is: [CH3:1][O:2][C:3]1[CH:4]=[CH:5][C:6]([CH2:11][C@@H:12]2[C@@H:17]([CH2:18][C:19]3[CH:20]=[CH:21][C:22]([OH:27])=[C:23]([O:25][CH3:26])[CH:24]=3)[C:15](=[O:16])[O:14][CH2:13]2)=[CH:7][C:8]=1[O:9][CH3:10].[C:28]([O-:36])(=[O:35])[CH2:29][CH2:30][CH2:31][CH2:32][CH2:33][CH3:34]. (3) The product is: [CH3:27][N:22]1[C:21]2[CH:28]=[CH:29][C:18]([N:14]3[CH2:13][C@H:12]([CH2:11][NH:10][C:1](=[O:4])[CH2:2][CH3:3])[O:16][C:15]3=[O:17])=[CH:19][C:20]=2[CH2:25][O:24][C:23]1=[O:26]. Given the reactants [C:1](O[C:1](=[O:4])[CH2:2][CH3:3])(=[O:4])[CH2:2][CH3:3].[NH2:10][CH2:11][C@@H:12]1[O:16][C:15](=[O:17])[N:14]([C:18]2[CH:29]=[CH:28][C:21]3[N:22]([CH3:27])[C:23](=[O:26])[O:24][CH2:25][C:20]=3[CH:19]=2)[CH2:13]1.N1C=CC=CC=1, predict the reaction product.